Dataset: Catalyst prediction with 721,799 reactions and 888 catalyst types from USPTO. Task: Predict which catalyst facilitates the given reaction. (1) Reactant: [NH2:1][C:2]1[N:10]=[CH:9][C:8]([Cl:11])=[CH:7][C:3]=1[C:4]([NH2:6])=[O:5].[Br:12][CH2:13][C:14]1[CH:21]=[CH:20][C:17]([C:18]#[N:19])=[C:16]([Cl:22])[CH:15]=1. Product: [BrH:12].[Cl:11][C:8]1[CH:7]=[C:3]([C:4]([NH2:6])=[O:5])[C:2](=[NH:1])[N:10]([CH2:13][C:14]2[CH:21]=[CH:20][C:17]([C:18]#[N:19])=[C:16]([Cl:22])[CH:15]=2)[CH:9]=1. The catalyst class is: 42. (2) Reactant: [CH2:1]([O:8][C:9]1[CH:18]=[C:17]2[C:12]([C:13]([OH:19])=[CH:14][CH:15]=[N:16]2)=[CH:11][C:10]=1[O:20][CH3:21])[C:2]1[CH:7]=[CH:6][CH:5]=[CH:4][CH:3]=1.C(=O)([O-])[O-].[Cs+].[Cs+].F[C:29]1[CH:34]=[CH:33][C:32]([N+:35]([O-:37])=[O:36])=[CH:31][C:30]=1[F:38]. Product: [CH2:1]([O:8][C:9]1[CH:18]=[C:17]2[C:12]([C:13]([O:19][C:29]3[CH:34]=[CH:33][C:32]([N+:35]([O-:37])=[O:36])=[CH:31][C:30]=3[F:38])=[CH:14][CH:15]=[N:16]2)=[CH:11][C:10]=1[O:20][CH3:21])[C:2]1[CH:3]=[CH:4][CH:5]=[CH:6][CH:7]=1. The catalyst class is: 618. (3) Reactant: IN1C(=O)CCC1=O.[CH3:9][N:10]1[CH:14]=[CH:13][N:12]=[C:11]1[C:15](=O)[CH2:16][C:17]([O:19][CH3:20])=[O:18].[NH2:22][C:23]([NH2:25])=[S:24]. Product: [NH2:25][C:23]1[S:24][C:16]([C:17]([O:19][CH3:20])=[O:18])=[C:15]([C:11]2[N:10]([CH3:9])[CH:14]=[CH:13][N:12]=2)[N:22]=1. The catalyst class is: 25. (4) Reactant: [NH2:1][C:2]1[CH:7]=[CH:6][CH:5]=[CH:4][C:3]=1[NH:8][C:9]1[N:14]=[CH:13][N:12]=[C:11]([N:15]([CH3:31])[C:16]([NH:18][C:19]2[C:24]([Cl:25])=[C:23]([O:26][CH3:27])[CH:22]=[C:21]([O:28][CH3:29])[C:20]=2[Cl:30])=[O:17])[CH:10]=1.C1CCC(N=C=NC2CCCCC2)CC1.[C:47](O)(=[O:50])[C:48]#[CH:49].O. Product: [Cl:25][C:24]1[C:23]([O:26][CH3:27])=[CH:22][C:21]([O:28][CH3:29])=[C:20]([Cl:30])[C:19]=1[NH:18][C:16](=[O:17])[N:15]([C:11]1[N:12]=[CH:13][N:14]=[C:9]([NH:8][C:3]2[CH:4]=[CH:5][CH:6]=[CH:7][C:2]=2[NH:1][C:47](=[O:50])[C:48]#[CH:49])[CH:10]=1)[CH3:31]. The catalyst class is: 22. (5) Reactant: [NH2:1][C@@H:2]([CH:45]1[CH2:50][CH2:49][CH2:48][CH2:47][CH2:46]1)[C:3]([NH:5][C@@H:6]([C:41]([CH3:44])([CH3:43])[CH3:42])[C:7]([N:9]1[C@H:20]([C:21]([NH:23][C@:24]2([C:29](=[O:40])[NH:30][S:31]([C:34]3([CH2:37][CH2:38][CH3:39])[CH2:36][CH2:35]3)(=[O:33])=[O:32])[CH2:26][C@H:25]2[CH:27]=[CH2:28])=[O:22])[CH2:19][C@:11]2([C:16]([CH3:18])([CH3:17])[C:12]32[CH2:15][CH2:14][CH2:13]3)[CH2:10]1)=[O:8])=[O:4].CN(C(ON1N=N[C:61]2[CH:62]=[CH:63][CH:64]=[N:65][C:60]1=2)=[N+](C)C)C.F[P-](F)(F)(F)(F)F.CCN(C(C)C)[CH:78]([CH3:80])[CH3:79].CN([CH:87]=[O:88])C. Product: [CH:45]1([C@H:2]([NH:1][C:87]([C@@H:60]2[CH2:61][CH2:62][CH2:63][CH2:64][N:65]2[CH:78]([CH3:80])[CH3:79])=[O:88])[C:3]([NH:5][C@@H:6]([C:41]([CH3:42])([CH3:44])[CH3:43])[C:7]([N:9]2[C@H:20]([C:21]([NH:23][C@:24]3([C:29](=[O:40])[NH:30][S:31]([C:34]4([CH2:37][CH2:38][CH3:39])[CH2:36][CH2:35]4)(=[O:32])=[O:33])[CH2:26][C@H:25]3[CH:27]=[CH2:28])=[O:22])[CH2:19][C@:11]3([C:16]([CH3:18])([CH3:17])[C:12]43[CH2:13][CH2:14][CH2:15]4)[CH2:10]2)=[O:8])=[O:4])[CH2:50][CH2:49][CH2:48][CH2:47][CH2:46]1. The catalyst class is: 2.